This data is from Forward reaction prediction with 1.9M reactions from USPTO patents (1976-2016). The task is: Predict the product of the given reaction. (1) Given the reactants [CH3:1]C1(C)[C@@H]2CC[C@@]1(CS(O)(=O)=O)C(=O)C2.C=O.[C:18]([O:22][C:23]([NH:25][C@@H:26]([CH2:30][S:31][S:32][CH2:33][CH3:34])[C:27]([OH:29])=[O:28])=[O:24])([CH3:21])([CH3:20])[CH3:19].C1(NC2CCCCC2)CCCCC1, predict the reaction product. The product is: [CH2:33]([S:32][S:31][CH2:30][C@H:26]1[C:27](=[O:29])[O:28][CH2:1][N:25]1[C:23]([O:22][C:18]([CH3:21])([CH3:20])[CH3:19])=[O:24])[CH3:34]. (2) Given the reactants [C:1](=[NH:21])([O:3][CH2:4][CH2:5][C:6]1[CH:11]=[CH:10][C:9]([O:12][C:13]2[CH:18]=[CH:17][C:16]([CH3:19])=[C:15]([F:20])[CH:14]=2)=[CH:8][CH:7]=1)[NH2:2].[CH:22]([CH:24]([CH2:29][C:30]1[CH:31]=[N:32][C:33]([O:36][CH3:37])=[N:34][CH:35]=1)[C:25](OC)=O)=[O:23].C([O-])([O-])=O.[K+].[K+], predict the reaction product. The product is: [F:20][C:15]1[CH:14]=[C:13]([O:12][C:9]2[CH:8]=[CH:7][C:6]([CH2:5][CH2:4][O:3][C:1]3[NH:2][CH:25]=[C:24]([CH2:29][C:30]4[CH:31]=[N:32][C:33]([O:36][CH3:37])=[N:34][CH:35]=4)[C:22](=[O:23])[N:21]=3)=[CH:11][CH:10]=2)[CH:18]=[CH:17][C:16]=1[CH3:19].